This data is from Peptide-MHC class II binding affinity with 134,281 pairs from IEDB. The task is: Regression. Given a peptide amino acid sequence and an MHC pseudo amino acid sequence, predict their binding affinity value. This is MHC class II binding data. The peptide sequence is CTDKMFFVKNPTDTG. The MHC is DRB1_0404 with pseudo-sequence DRB1_0404. The binding affinity (normalized) is 0.582.